Dataset: Full USPTO retrosynthesis dataset with 1.9M reactions from patents (1976-2016). Task: Predict the reactants needed to synthesize the given product. Given the product [Br:1][C:2]1[CH:3]=[CH:4][C:5]([NH:10][NH2:11])=[N:6][CH:7]=1, predict the reactants needed to synthesize it. The reactants are: [Br:1][C:2]1[CH:3]=[CH:4][C:5](Cl)=[N:6][CH:7]=1.O.[NH2:10][NH2:11].